Dataset: Forward reaction prediction with 1.9M reactions from USPTO patents (1976-2016). Task: Predict the product of the given reaction. (1) Given the reactants [CH2:1]=[C:2]1[CH2:6][C:5](=[O:7])[N:4]([C:8]2[CH:13]=[CH:12][CH:11]=[CH:10][CH:9]=2)[C:3]1=[O:14].[CH3:15][C:16]1[S:17][C:18]2[CH:24]=[CH:23][C:22]([O:25][CH2:26][CH:27]([OH:35])[CH2:28][N:29]3[CH2:34][CH2:33][NH:32][CH2:31][CH2:30]3)=[CH:21][C:19]=2[N:20]=1, predict the reaction product. The product is: [OH:35][C@@H:27]([CH2:26][O:25][C:22]1[CH:23]=[CH:24][C:18]2[S:17][C:16]([CH3:15])=[N:20][C:19]=2[CH:21]=1)[CH2:28][N:29]1[CH2:30][CH2:31][N:32]([CH2:1][CH:2]2[CH2:6][C:5](=[O:7])[N:4]([C:8]3[CH:13]=[CH:12][CH:11]=[CH:10][CH:9]=3)[C:3]2=[O:14])[CH2:33][CH2:34]1. (2) Given the reactants [Cl:1][C:2]1[CH:10]=[CH:9][CH:8]=[C:7]2[C:3]=1[C:4]([CH2:11][CH2:12][CH2:13][OH:14])=[CH:5][NH:6]2.C1C=CC(P(C2C=CC=CC=2)C2C=CC=CC=2)=CC=1.[Cl:34][C:35]1[C:40]([CH3:41])=[CH:39][C:38](O)=[CH:37][C:36]=1[CH3:43], predict the reaction product. The product is: [Cl:1][C:2]1[CH:10]=[CH:9][CH:8]=[C:7]2[C:3]=1[C:4]([CH2:11][CH2:12][CH2:13][O:14][C:38]1[CH:39]=[C:40]([CH3:41])[C:35]([Cl:34])=[C:36]([CH3:43])[CH:37]=1)=[CH:5][NH:6]2.